Dataset: Forward reaction prediction with 1.9M reactions from USPTO patents (1976-2016). Task: Predict the product of the given reaction. (1) Given the reactants [CH2:1]([N:3]([CH2:37][CH3:38])[CH2:4][CH2:5][O:6][C:7]1[CH:12]=[C:11]([CH3:13])[C:10]([C:14]2[CH:19]=[CH:18][CH:17]=[C:16]([CH2:20][O:21][C:22]3[CH:27]=[CH:26][C:25]([CH2:28][CH2:29][C:30]([O:32]CC)=[O:31])=[C:24]([F:35])[CH:23]=3)[CH:15]=2)=[C:9]([CH3:36])[CH:8]=1)[CH3:2].[OH-].[Na+].[ClH:41].C(=O)([O-])O.[Na+], predict the reaction product. The product is: [ClH:41].[CH2:37]([N:3]([CH2:1][CH3:2])[CH2:4][CH2:5][O:6][C:7]1[CH:8]=[C:9]([CH3:36])[C:10]([C:14]2[CH:19]=[CH:18][CH:17]=[C:16]([CH2:20][O:21][C:22]3[CH:27]=[CH:26][C:25]([CH2:28][CH2:29][C:30]([OH:32])=[O:31])=[C:24]([F:35])[CH:23]=3)[CH:15]=2)=[C:11]([CH3:13])[CH:12]=1)[CH3:38]. (2) Given the reactants [H-].[Na+].[NH:3]1[C:7]2=[N:8][CH:9]=[CH:10][CH:11]=[C:6]2[C:5]([CH:12]=[O:13])=[CH:4]1.[C:14]1([S:20](Cl)(=[O:22])=[O:21])[CH:19]=[CH:18][CH:17]=[CH:16][CH:15]=1, predict the reaction product. The product is: [C:14]1([S:20]([N:3]2[C:7]3=[N:8][CH:9]=[CH:10][CH:11]=[C:6]3[C:5]([CH:12]=[O:13])=[CH:4]2)(=[O:22])=[O:21])[CH:19]=[CH:18][CH:17]=[CH:16][CH:15]=1. (3) The product is: [NH2:1][C:2](=[O:25])[CH2:3][CH2:4][C:5]1[CH:6]=[C:7]([CH:22]=[CH:23][CH:24]=1)[CH2:8][NH:9][C:10]1[CH:15]=[CH:14][CH:13]=[CH:12][C:11]=1/[CH:16]=[CH:17]/[C:18]([NH:26][OH:27])=[O:19]. Given the reactants [NH2:1][C:2](=[O:25])[CH2:3][CH2:4][C:5]1[CH:6]=[C:7]([CH:22]=[CH:23][CH:24]=1)[CH2:8][NH:9][C:10]1[CH:15]=[CH:14][CH:13]=[CH:12][C:11]=1/[CH:16]=[CH:17]/[C:18](OC)=[O:19].[NH2:26][OH:27].[OH-].[Na+], predict the reaction product. (4) Given the reactants [C:1]([O:5][C:6]([N:8]1[CH2:13][C@@H:12]2[C@@H:10]([CH2:11]2)[C@H:9]1[CH2:14][NH2:15])=[O:7])([CH3:4])([CH3:3])[CH3:2].[O:16]1[C:20]2=[CH:21][CH:22]=[CH:23][C:24]([C:25](O)=[O:26])=[C:19]2[CH:18]=[CH:17]1, predict the reaction product. The product is: [C:1]([O:5][C:6]([N:8]1[CH2:13][C@@H:12]2[C@@H:10]([CH2:11]2)[C@H:9]1[CH2:14][NH:15][C:25]([C:24]1[CH:23]=[CH:22][CH:21]=[C:20]2[O:16][CH:17]=[CH:18][C:19]=12)=[O:26])=[O:7])([CH3:4])([CH3:3])[CH3:2].